Dataset: Reaction yield outcomes from USPTO patents with 853,638 reactions. Task: Predict the reaction yield, written as a fraction of the theoretical maximum amount of product (1.0 means a 100% yield; for example, 0.34 means a 34% yield). The catalyst is ClCCCl.O. The yield is 0.820. The reactants are [Si:1]([O:8][C:9]1[CH:15]=[CH:14][C:12]([NH2:13])=[CH:11][C:10]=1[CH2:16][CH3:17])([C:4]([CH3:7])([CH3:6])[CH3:5])([CH3:3])[CH3:2].C(N(CC)CC)C.[Br:25][CH:26]([CH2:30][CH2:31]Br)[C:27](Cl)=[O:28].[OH-].[K+]. The product is [Br:25][CH:26]1[CH2:30][CH2:31][N:13]([C:12]2[CH:14]=[CH:15][C:9]([O:8][Si:1]([C:4]([CH3:7])([CH3:6])[CH3:5])([CH3:2])[CH3:3])=[C:10]([CH2:16][CH3:17])[CH:11]=2)[C:27]1=[O:28].